This data is from Full USPTO retrosynthesis dataset with 1.9M reactions from patents (1976-2016). The task is: Predict the reactants needed to synthesize the given product. (1) Given the product [Cl:1][C:2]1[CH:19]=[CH:18][C:5]2[N:6]3[CH:17]=[CH:16][CH:15]=[C:7]3[C:8]3([CH2:10][CH2:11][N:12]([C:29](=[O:30])[C:28]([F:39])([F:38])[F:27])[CH2:13][CH2:14]3)[O:9][C:4]=2[CH:3]=1, predict the reactants needed to synthesize it. The reactants are: [Cl:1][C:2]1[CH:19]=[CH:18][C:5]2[N:6]3[CH:17]=[CH:16][CH:15]=[C:7]3[C:8]3([CH2:14][CH2:13][NH:12][CH2:11][CH2:10]3)[O:9][C:4]=2[CH:3]=1.CCN(CC)CC.[F:27][C:28]([F:39])([F:38])[C:29](O[C:29](=[O:30])[C:28]([F:39])([F:38])[F:27])=[O:30]. (2) Given the product [CH3:4][CH2:3][C:5]1[CH:6]=[CH:7][C:8]([C:11]2[C:20]3[CH:19]=[C:18]([C:21]#[C:22][C:23]4[CH:24]=[CH:25][C:26]([C:27]([OH:29])=[O:28])=[CH:32][CH:33]=4)[CH:17]=[CH:16][C:15]=3[S:14][C:13]([CH3:34])([CH3:35])[CH:12]=2)=[CH:9][CH:10]=1, predict the reactants needed to synthesize it. The reactants are: [OH-].[Na+].[CH2:3]([C:5]1[CH:10]=[CH:9][C:8]([C:11]2[C:20]3[C:15](=[CH:16][CH:17]=[C:18]([C:21]#[C:22][C:23]4[CH:33]=[CH:32][C:26]([C:27]([O:29]CC)=[O:28])=[CH:25][CH:24]=4)[CH:19]=3)[S:14][C:13]([CH3:35])([CH3:34])[CH:12]=2)=[CH:7][CH:6]=1)[CH3:4].Cl. (3) Given the product [CH2:14]([N:11]1[CH2:10][CH2:9][C:8]([CH2:5][C:6]#[N:7])([C:22]#[N:23])[CH2:13][CH2:12]1)[C:15]1[CH:16]=[CH:17][CH:18]=[CH:19][CH:20]=1, predict the reactants needed to synthesize it. The reactants are: C(OC(=O)[C:5](=[C:8]1[CH2:13][CH2:12][N:11]([CH2:14][C:15]2[CH:20]=[CH:19][CH:18]=[CH:17][CH:16]=2)[CH2:10][CH2:9]1)[C:6]#[N:7])C.[C-:22]#[N:23].[K+]. (4) Given the product [CH:31]1([CH2:37][CH2:38][N:39]2[C:43]([C:44]3[C:49]([O:50][CH3:51])=[CH:48][C:47]([CH3:52])=[CH:46][C:45]=3[O:53][CH3:54])=[N:42][C:41]([NH:55][C:27]([C:17]3[N:18]([CH2:22][C:23]([O:25][CH3:26])=[O:24])[C:19]4[C:15]([CH:16]=3)=[CH:14][C:13]([CH2:11][CH3:12])=[CH:21][CH:20]=4)=[O:29])=[N:40]2)[CH2:36][CH2:35][CH2:34][CH2:33][CH2:32]1, predict the reactants needed to synthesize it. The reactants are: N1C=CC=CC=1.S(Cl)(Cl)=O.[CH2:11]([C:13]1[CH:14]=[C:15]2[C:19](=[CH:20][CH:21]=1)[N:18]([CH2:22][C:23]([O:25][CH3:26])=[O:24])[C:17]([C:27]([OH:29])=O)=[CH:16]2)[CH3:12].Cl.[CH:31]1([CH2:37][CH2:38][N:39]2[C:43]([C:44]3[C:49]([O:50][CH3:51])=[CH:48][C:47]([CH3:52])=[CH:46][C:45]=3[O:53][CH3:54])=[N:42][C:41]([NH2:55])=[N:40]2)[CH2:36][CH2:35][CH2:34][CH2:33][CH2:32]1.